This data is from Peptide-MHC class II binding affinity with 134,281 pairs from IEDB. The task is: Regression. Given a peptide amino acid sequence and an MHC pseudo amino acid sequence, predict their binding affinity value. This is MHC class II binding data. The peptide sequence is LAWLVQASANSAAMA. The MHC is DRB1_1001 with pseudo-sequence DRB1_1001. The binding affinity (normalized) is 0.585.